This data is from Forward reaction prediction with 1.9M reactions from USPTO patents (1976-2016). The task is: Predict the product of the given reaction. (1) Given the reactants [Br:1][C:2]1[C:3]([O:42][CH3:43])=[CH:4][CH:5]=[C:6]2[C:11]=1[N:10]=[C:9]([C:12]1[S:13][CH:14]=[CH:15][N:16]=1)[CH:8]=[C:7]2[O:17][CH:18]1[CH2:36][CH:35]2[N:20]([C:21](=[O:41])[CH2:22][CH2:23][CH2:24][CH2:25][CH2:26][CH2:27][CH:28]=[CH:29][CH:30]3[C:32]([C:38]([OH:40])=O)([NH:33][C:34]2=[O:37])[CH2:31]3)[CH2:19]1.C(C1N=C(C2C=C(OC3CC4N(C(=O)CCCCCCC=CC5C(C([NH:85][S:86]([CH:89]6[CH2:91][CH2:90]6)(=[O:88])=[O:87])=O)(NC4=O)C5)C3)C3C(=CC(OC)=CC=3)N=2)SC=1)(C)C, predict the reaction product. The product is: [Br:1][C:2]1[C:3]([O:42][CH3:43])=[CH:4][CH:5]=[C:6]2[C:11]=1[N:10]=[C:9]([C:12]1[S:13][CH:14]=[CH:15][N:16]=1)[CH:8]=[C:7]2[O:17][CH:18]1[CH2:36][CH:35]2[N:20]([C:21](=[O:41])[CH2:22][CH2:23][CH2:24][CH2:25][CH2:26][CH2:27][CH:28]=[CH:29][CH:30]3[C:32]([C:38]([NH:85][S:86]([CH:89]4[CH2:91][CH2:90]4)(=[O:88])=[O:87])=[O:40])([NH:33][C:34]2=[O:37])[CH2:31]3)[CH2:19]1. (2) Given the reactants [CH3:1][N:2]1C2C(=CC=CC=2)C=C1CNC.[CH2:14]1[C:18]2=[C:19]([CH:26]=O)[C:20]3[CH:21]=[CH:22][CH:23]=[CH:24][C:25]=3[N:17]2[CH2:16][CH2:15]1.CN1C2C(=CC=CC=2)C(C)=C1C=O, predict the reaction product. The product is: [CH3:1][NH:2][CH2:26][C:19]1[C:20]2[CH:21]=[CH:22][CH:23]=[CH:24][C:25]=2[N:17]2[CH2:16][CH2:15][CH2:14][C:18]=12. (3) Given the reactants CC(OC(/N=N/C(OC(C)C)=O)=O)C.C1C=CC(P(C2C=CC=CC=2)C2C=CC=CC=2)=CC=1.[CH2:34]([O:41][C@H:42]1[C@H:47]([O:48][CH2:49][C:50]2[CH:55]=[CH:54][CH:53]=[CH:52][CH:51]=2)[C@@H:46]([CH2:56][O:57][CH2:58][C:59]2[CH:64]=[CH:63][CH:62]=[CH:61][CH:60]=2)[O:45][C@H:44]([CH2:65][P:66]([O:71][CH2:72][CH3:73])(=[O:70])[O:67][CH2:68][CH3:69])[C@@H:43]1O)[C:35]1[CH:40]=[CH:39][CH:38]=[CH:37][CH:36]=1.P([N:91]=[N+:92]=[N-:93])(=O)(OC1C=CC=CC=1)OC1C=CC=CC=1, predict the reaction product. The product is: [N:91]([C@H:43]1[C@@H:42]([O:41][CH2:34][C:35]2[CH:40]=[CH:39][CH:38]=[CH:37][CH:36]=2)[C@H:47]([O:48][CH2:49][C:50]2[CH:55]=[CH:54][CH:53]=[CH:52][CH:51]=2)[C@@H:46]([CH2:56][O:57][CH2:58][C:59]2[CH:64]=[CH:63][CH:62]=[CH:61][CH:60]=2)[O:45][C@@H:44]1[CH2:65][P:66]([O:71][CH2:72][CH3:73])(=[O:70])[O:67][CH2:68][CH3:69])=[N+:92]=[N-:93]. (4) Given the reactants [Cl:1][C:2]1[C:3]([NH2:10])=[N:4][C:5]([CH3:9])=[N:6][C:7]=1[CH3:8].[CH2:11]([O:14][C:15]1[CH:16]=[C:17]([CH:20]=[CH:21][C:22]=1[O:23][CH2:24][C:25]1[CH:30]=[CH:29][CH:28]=[CH:27][CH:26]=1)[CH2:18]Cl)[CH:12]=[CH2:13].CC([O-])(C)C.[K+].O, predict the reaction product. The product is: [CH2:11]([O:14][C:15]1[CH:16]=[C:17]([CH:20]=[CH:21][C:22]=1[O:23][CH2:24][C:25]1[CH:30]=[CH:29][CH:28]=[CH:27][CH:26]=1)[CH2:18][NH:10][C:3]1[C:2]([Cl:1])=[C:7]([CH3:8])[N:6]=[C:5]([CH3:9])[N:4]=1)[CH:12]=[CH2:13]. (5) The product is: [C:10]([O:9][C:7]([N:4]1[CH2:5][CH2:6][C:2]([F:1])([C:14]([OH:16])=[O:15])[CH2:3]1)=[O:8])([CH3:13])([CH3:11])[CH3:12]. Given the reactants [F:1][C:2]1([C:14]([O:16]C)=[O:15])[CH2:6][CH2:5][N:4]([C:7]([O:9][C:10]([CH3:13])([CH3:12])[CH3:11])=[O:8])[CH2:3]1.Cl, predict the reaction product. (6) Given the reactants [Cl:1][CH2:2][CH2:3][CH2:4][N:5]1[CH2:10][C:9]2[CH:11]=[CH:12][CH:13]=[CH:14][C:8]=2[N:7]([C:15]2[CH:20]=[CH:19][C:18]([F:21])=[C:17]([F:22])[CH:16]=2)[S:6]1(=[O:24])=[O:23].[CH3:25][NH2:26].Cl, predict the reaction product. The product is: [ClH:1].[F:22][C:17]1[CH:16]=[C:15]([N:7]2[C:8]3[CH:14]=[CH:13][CH:12]=[CH:11][C:9]=3[CH2:10][N:5]([CH2:4][CH2:3][CH2:2][NH:26][CH3:25])[S:6]2(=[O:24])=[O:23])[CH:20]=[CH:19][C:18]=1[F:21]. (7) Given the reactants [F:1][C:2]([F:30])([F:29])[C:3]([CH:18]=[N:19][C:20]1[CH:28]=[CH:27][CH:26]=[C:25]2[C:21]=1[CH:22]=[N:23][NH:24]2)([OH:17])[CH2:4][C:5]([C:8]1[CH:13]=[CH:12][CH:11]=[C:10]([F:14])[C:9]=1[O:15][CH3:16])([CH3:7])[CH3:6].C(=O)(O)[O-].[Na+].C(OCC)(=O)C, predict the reaction product. The product is: [F:14][C:10]1[C:9]([O:15][CH3:16])=[C:8]2[C:13](=[CH:12][CH:11]=1)[CH:18]([NH:19][C:20]1[CH:28]=[CH:27][CH:26]=[C:25]3[C:21]=1[CH:22]=[N:23][NH:24]3)[C:3]([C:2]([F:29])([F:1])[F:30])([OH:17])[CH2:4][C:5]2([CH3:7])[CH3:6].